Regression. Given two drug SMILES strings and cell line genomic features, predict the synergy score measuring deviation from expected non-interaction effect. From a dataset of NCI-60 drug combinations with 297,098 pairs across 59 cell lines. (1) Drug 1: COC1=C(C=C2C(=C1)N=CN=C2NC3=CC(=C(C=C3)F)Cl)OCCCN4CCOCC4. Drug 2: CC1CCC2CC(C(=CC=CC=CC(CC(C(=O)C(C(C(=CC(C(=O)CC(OC(=O)C3CCCCN3C(=O)C(=O)C1(O2)O)C(C)CC4CCC(C(C4)OC)O)C)C)O)OC)C)C)C)OC. Cell line: SR. Synergy scores: CSS=52.9, Synergy_ZIP=-1.50, Synergy_Bliss=-3.93, Synergy_Loewe=-2.59, Synergy_HSA=0.331. (2) Cell line: CAKI-1. Drug 2: CC1C(C(CC(O1)OC2CC(CC3=C2C(=C4C(=C3O)C(=O)C5=C(C4=O)C(=CC=C5)OC)O)(C(=O)CO)O)N)O.Cl. Drug 1: COC1=CC(=CC(=C1O)OC)C2C3C(COC3=O)C(C4=CC5=C(C=C24)OCO5)OC6C(C(C7C(O6)COC(O7)C8=CC=CS8)O)O. Synergy scores: CSS=48.6, Synergy_ZIP=-9.70, Synergy_Bliss=-7.28, Synergy_Loewe=-3.11, Synergy_HSA=-1.65. (3) Drug 1: C1=CC(=CC=C1CC(C(=O)O)N)N(CCCl)CCCl.Cl. Drug 2: C1=NC2=C(N=C(N=C2N1C3C(C(C(O3)CO)O)F)Cl)N. Cell line: COLO 205. Synergy scores: CSS=32.0, Synergy_ZIP=-10.9, Synergy_Bliss=-13.0, Synergy_Loewe=-19.9, Synergy_HSA=-12.3.